Dataset: Aqueous solubility values for 9,982 compounds from the AqSolDB database. Task: Regression/Classification. Given a drug SMILES string, predict its absorption, distribution, metabolism, or excretion properties. Task type varies by dataset: regression for continuous measurements (e.g., permeability, clearance, half-life) or binary classification for categorical outcomes (e.g., BBB penetration, CYP inhibition). For this dataset (solubility_aqsoldb), we predict Y. (1) The molecule is O=c1cc[nH]cc1. The Y is 1.02 log mol/L. (2) The molecule is CCCCOCCOC(=O)COc1ccc(Cl)cc1Cl. The Y is -4.43 log mol/L. (3) The Y is -2.63 log mol/L. The compound is O=C1CCCCCCCCCCCCN1. (4) The Y is -1.66 log mol/L. The drug is CC1CCC(N=O)=C(NO)C1. (5) The compound is C[C@H](NC(N)=O)C(=O)O. The Y is -0.784 log mol/L. (6) The Y is -3.39 log mol/L. The drug is O=C(NC1CC1)c1cc(N2CC2)c([N+](=O)[O-])cc1[N+](=O)[O-]. (7) The drug is CC(C)C(C)(C)O. The Y is -0.411 log mol/L. (8) The drug is CN(C)c1ccc(C(c2ccc(N(C)C)cc2)c2ccc(N(C)C)cc2)cc1. The Y is -5.46 log mol/L. (9) The compound is CC(=O)OCC(=O)[C@H]1CC[C@H]2[C@@H]3CCC4=CC(=O)CC[C@]4(C)[C@H]3CC[C@]12C. The Y is -4.63 log mol/L. (10) The drug is COC(=O)c1ccccc1N. The Y is -1.73 log mol/L.